From a dataset of Reaction yield outcomes from USPTO patents with 853,638 reactions. Predict the reaction yield, written as a fraction of the theoretical maximum amount of product (1.0 means a 100% yield; for example, 0.34 means a 34% yield). (1) The reactants are [NH4+].[Cl-].[Br:3][C:4]1[CH:9]=[C:8]([N+:10]([O-])=O)[C:7]([CH3:13])=[CH:6][C:5]=1[F:14]. The catalyst is O.[Fe]. The product is [Br:3][C:4]1[C:5]([F:14])=[CH:6][C:7]([CH3:13])=[C:8]([CH:9]=1)[NH2:10]. The yield is 0.720. (2) The reactants are [OH:1][CH:2]([C:23]1[CH:28]=[CH:27][C:26]([O:29][CH2:30][CH2:31]N2CCCCC2)=[CH:25][CH:24]=1)[C:3]1[C:12]([C:13]2[CH:18]=[C:17]([F:19])[CH:16]=[C:15]([F:20])[C:14]=2F)=[CH:11][CH:10]=[C:9]2[C:4]=1[CH:5]=[CH:6][C:7]([OH:22])=[CH:8]2.C[C:39]([O-])([CH3:41])[CH3:40].[K+].[Cl-].[NH4+:45].[CH2:46]1COC[CH2:47]1. No catalyst specified. The product is [F:20][C:15]1[CH:16]=[C:17]([F:19])[CH:18]=[C:13]2[C:14]=1[O:1][CH:2]([C:23]1[CH:24]=[CH:25][C:26]([O:29][CH2:30][CH2:31][N:45]3[CH2:41][CH2:39][CH2:40][CH2:47][CH2:46]3)=[CH:27][CH:28]=1)[C:3]1[C:12]2=[CH:11][CH:10]=[C:9]2[C:4]=1[CH:5]=[CH:6][C:7]([OH:22])=[CH:8]2. The yield is 0.900.